From a dataset of Retrosynthesis with 50K atom-mapped reactions and 10 reaction types from USPTO. Predict the reactants needed to synthesize the given product. (1) Given the product NC(CCCCNC(=O)OCc1ccccc1)C(=O)N1CC(F)(F)C(F)(F)C1, predict the reactants needed to synthesize it. The reactants are: CC(C)(C)OC(=O)NC(CCCCNC(=O)OCc1ccccc1)C(=O)N1CC(F)(F)C(F)(F)C1. (2) Given the product N#Cc1cccc(N2CCOCC2)c1, predict the reactants needed to synthesize it. The reactants are: C1COCCN1.N#Cc1cccc(O)c1. (3) Given the product COC(CN(C)C(=O)Nc1nnc(C(C)Oc2ccccc2[N+](=O)[O-])s1)OC, predict the reactants needed to synthesize it. The reactants are: CC(Oc1ccccc1[N+](=O)[O-])c1nnc(N=C=O)s1.CNCC(OC)OC. (4) Given the product C=CC(=O)Nc1ccc(Oc2nc(Nc3ccc(N4CCN(C)CC4)cc3)ncc2Cl)cc1, predict the reactants needed to synthesize it. The reactants are: C=CC(=O)Cl.CN1CCN(c2ccc(Nc3ncc(Cl)c(Oc4ccc(N)cc4)n3)cc2)CC1. (5) Given the product COc1ccc(Cn2cc(-c3nc(NC(=O)OC(C)(C)C)sc3CO)c(C(C)O)n2)cc1, predict the reactants needed to synthesize it. The reactants are: COc1ccc(Cn2cc(-c3nc(NC(=O)OC(C)(C)C)sc3C=O)c(C(C)O)n2)cc1.